Dataset: Catalyst prediction with 721,799 reactions and 888 catalyst types from USPTO. Task: Predict which catalyst facilitates the given reaction. (1) Reactant: [CH3:1][C:2]([CH3:23])([CH3:22])[CH2:3][NH:4][C:5]1[CH:10]=[CH:9][N:8]=[C:7]([C:11]2[N:15]3[CH:16]=[C:17]([C:20]#[N:21])[CH:18]=[CH:19][C:14]3=[N:13][CH:12]=2)[N:6]=1.C([O-])(=O)C.[K+].[Br:29]Br.C(=O)([O-])[O-].[Na+].[Na+]. Product: [Br:29][C:10]1[C:5]([NH:4][CH2:3][C:2]([CH3:23])([CH3:22])[CH3:1])=[N:6][C:7]([C:11]2[N:15]3[CH:16]=[C:17]([C:20]#[N:21])[CH:18]=[CH:19][C:14]3=[N:13][CH:12]=2)=[N:8][CH:9]=1. The catalyst class is: 15. (2) Reactant: C([O:3][C:4]([C:6]1([NH:15][C:16](=[O:29])[C:17]2[CH:22]=[CH:21][C:20]([CH:23]([CH3:25])[CH3:24])=[CH:19][C:18]=2[CH:26]([CH3:28])[CH3:27])[CH2:14][C:13]2[C:8](=[CH:9][CH:10]=[CH:11][CH:12]=2)[CH2:7]1)=[O:5])C.[OH-].[K+].O. Product: [CH:26]([C:18]1[CH:19]=[C:20]([CH:23]([CH3:25])[CH3:24])[CH:21]=[CH:22][C:17]=1[C:16]([NH:15][C:6]1([C:4]([OH:5])=[O:3])[CH2:14][C:13]2[C:8](=[CH:9][CH:10]=[CH:11][CH:12]=2)[CH2:7]1)=[O:29])([CH3:28])[CH3:27]. The catalyst class is: 14. (3) Reactant: [C:1]([N:5]1[C:9]2[CH:10]=[CH:11][CH:12]=[CH:13][C:8]=2[N:7]([C@@H:14]([C:19]2[CH:24]=[CH:23][CH:22]=[CH:21][CH:20]=2)[C@H:15]([OH:18])[CH2:16][OH:17])[C:6]1=[O:25])([CH3:4])([CH3:3])[CH3:2].[C:26]1([CH3:36])[CH:31]=[CH:30][C:29]([S:32](Cl)(=[O:34])=[O:33])=[CH:28][CH:27]=1.Cl. The catalyst class is: 17. Product: [C:1]([N:5]1[C:9]2[CH:10]=[CH:11][CH:12]=[CH:13][C:8]=2[N:7]([C@@H:14]([C:19]2[CH:20]=[CH:21][CH:22]=[CH:23][CH:24]=2)[C@H:15]([OH:18])[CH2:16][O:17][S:32]([C:29]2[CH:30]=[CH:31][C:26]([CH3:36])=[CH:27][CH:28]=2)(=[O:34])=[O:33])[C:6]1=[O:25])([CH3:4])([CH3:2])[CH3:3]. (4) Reactant: CS(O[CH2:6][CH:7]1[O:11][N:10]=[C:9]([C:12]2[CH:17]=[CH:16][C:15]([Br:18])=[CH:14][CH:13]=2)[CH2:8]1)(=O)=O.[C-]#N.[Na+].[CH3:22][N:23](C)C=O. Product: [Br:18][C:15]1[CH:16]=[CH:17][C:12]([C:9]2[CH2:8][CH:7]([CH2:6][C:22]#[N:23])[O:11][N:10]=2)=[CH:13][CH:14]=1. The catalyst class is: 13. (5) Reactant: [CH:1]1[C:10]2[C:5](=[CH:6][CH:7]=[CH:8][CH:9]=2)[CH:4]=[CH:3][C:2]=1[C:11](Cl)=[O:12].[F:14][C:15]1[CH:16]=[CH:17][C:18]2[C:22]([N:23]3[CH2:29][CH2:28][CH2:27][N:26]([CH2:30][CH2:31][CH2:32][CH2:33][NH2:34])[CH2:25][CH2:24]3)=[CH:21][S:20][C:19]=2[CH:35]=1. Product: [F:14][C:15]1[CH:16]=[CH:17][C:18]2[C:22]([N:23]3[CH2:29][CH2:28][CH2:27][N:26]([CH2:30][CH2:31][CH2:32][CH2:33][NH:34][C:11]([C:2]4[CH:3]=[CH:4][C:5]5[C:10](=[CH:9][CH:8]=[CH:7][CH:6]=5)[CH:1]=4)=[O:12])[CH2:25][CH2:24]3)=[CH:21][S:20][C:19]=2[CH:35]=1. The catalyst class is: 298. (6) Reactant: [H-].[Na+].[Br:3][C:4]1[CH:21]=[CH:20][C:7]([O:8][CH:9]2[CH2:12][N:11]([C:13]([O:15][C:16]([CH3:19])([CH3:18])[CH3:17])=[O:14])[CH2:10]2)=[C:6]([C:22]#[N:23])[CH:5]=1.OC1CN(C(OC(C)(C)C)=O)C1.BrC1C=CC(F)=C(C=1)C#N. Product: [Br:3][C:4]1[CH:21]=[CH:20][C:7]([O:8][CH:9]2[CH2:10][N:11]([C:13]([O:15][C:16]([CH3:18])([CH3:19])[CH3:17])=[O:14])[CH2:12]2)=[C:6]([C:22]#[N:23])[CH:5]=1. The catalyst class is: 9. (7) Reactant: [C:1]([O-:13])(=[O:12])[CH2:2][C:3]([CH2:8][C:9]([O-:11])=[O:10])([C:5]([O-:7])=[O:6])[OH:4].[CH3:14][N:15]([CH3:44])[C:16]1([C:38]2[CH:43]=[CH:42][CH:41]=[CH:40][CH:39]=2)[CH2:21][CH2:20][CH:19]([CH2:22][NH:23][C:24]([NH:26][CH2:27][CH2:28][C:29]2[C:37]3[C:32](=[CH:33][CH:34]=[CH:35][CH:36]=3)[NH:31][CH:30]=2)=[S:25])[CH2:18][CH2:17]1.C(O)(=O)CC(CC(O)=O)(C(O)=O)O.CCOCC. Product: [C:1]([OH:13])(=[O:12])[CH2:2][C:3]([CH2:8][C:9]([OH:11])=[O:10])([C:5]([OH:7])=[O:6])[OH:4].[CH3:44][N:15]([CH3:14])[C:16]1([C:38]2[CH:43]=[CH:42][CH:41]=[CH:40][CH:39]=2)[CH2:21][CH2:20][CH:19]([CH2:22][NH:23][C:24]([NH:26][CH2:27][CH2:28][C:29]2[C:37]3[C:32](=[CH:33][CH:34]=[CH:35][CH:36]=3)[NH:31][CH:30]=2)=[S:25])[CH2:18][CH2:17]1. The catalyst class is: 8.